From a dataset of Merck oncology drug combination screen with 23,052 pairs across 39 cell lines. Regression. Given two drug SMILES strings and cell line genomic features, predict the synergy score measuring deviation from expected non-interaction effect. Drug 1: CCC1=CC2CN(C1)Cc1c([nH]c3ccccc13)C(C(=O)OC)(c1cc3c(cc1OC)N(C)C1C(O)(C(=O)OC)C(OC(C)=O)C4(CC)C=CCN5CCC31C54)C2. Drug 2: NC1(c2ccc(-c3nc4ccn5c(=O)[nH]nc5c4cc3-c3ccccc3)cc2)CCC1. Cell line: SKOV3. Synergy scores: synergy=24.0.